Dataset: Full USPTO retrosynthesis dataset with 1.9M reactions from patents (1976-2016). Task: Predict the reactants needed to synthesize the given product. (1) The reactants are: C1([O:6][C:7](=[O:35])[C@@H:8]([NH:13][C:14](=[O:34])[C:15]2[CH:20]=[CH:19][C:18]([NH:21][C:22](=[O:33])[CH2:23][CH2:24][CH2:25][CH2:26][CH2:27][CH2:28][C:29](=[O:32])[NH:30][OH:31])=[CH:17][CH:16]=2)[CH2:9][CH:10]([CH3:12])[CH3:11])CCCC1.[OH-].[Na+].N#N. Given the product [OH:31][NH:30][C:29]([CH2:28][CH2:27][CH2:26][CH2:25][CH2:24][CH2:23][C:22]([NH:21][C:18]1[CH:17]=[CH:16][C:15]([C:14]([NH:13][C@@H:8]([CH2:9][CH:10]([CH3:11])[CH3:12])[C:7]([OH:35])=[O:6])=[O:34])=[CH:20][CH:19]=1)=[O:33])=[O:32], predict the reactants needed to synthesize it. (2) Given the product [NH2:1][C:2]1[S:3][C:4]([C:17]2[CH:22]=[CH:21][CH:20]=[C:19]([F:23])[CH:18]=2)=[C:5]([C:7]([N:9]2[CH2:14][C@H:13]3[C@H:11]([CH2:12]3)[C@H:10]2[CH2:15][NH:16][C:35]([C:34]2[N:28]3[CH:29]=[CH:30][CH:31]=[C:32]([CH3:33])[C:27]3=[N:26][C:25]=2[CH3:24])=[O:36])=[O:8])[N:6]=1, predict the reactants needed to synthesize it. The reactants are: [NH2:1][C:2]1[S:3][C:4]([C:17]2[CH:22]=[CH:21][CH:20]=[C:19]([F:23])[CH:18]=2)=[C:5]([C:7]([N:9]2[CH2:14][C@H:13]3[C@H:11]([CH2:12]3)[C@H:10]2[CH2:15][NH2:16])=[O:8])[N:6]=1.[CH3:24][C:25]1[N:26]=[C:27]2[C:32]([CH3:33])=[CH:31][CH:30]=[CH:29][N:28]2[C:34]=1[C:35](O)=[O:36].